Dataset: Full USPTO retrosynthesis dataset with 1.9M reactions from patents (1976-2016). Task: Predict the reactants needed to synthesize the given product. Given the product [Cl:36][C:37]1[CH:45]=[CH:44][C:40]([C:41]([NH:21][CH:18]([C@H:15]2[CH2:14][CH2:13][C@H:12]([O:11][C:4]3[C:5]4[C:10](=[CH:9][CH:8]=[CH:7][CH:6]=4)[N:1]=[CH:2][CH:3]=3)[CH2:17][CH2:16]2)[CH2:19][CH3:20])=[O:42])=[CH:39][CH:38]=1, predict the reactants needed to synthesize it. The reactants are: [N:1]1[C:10]2[C:5](=[CH:6][CH:7]=[CH:8][CH:9]=2)[C:4]([O:11][C@H:12]2[CH2:17][CH2:16][C@H:15]([CH:18]([NH2:21])[CH2:19][CH3:20])[CH2:14][CH2:13]2)=[CH:3][CH:2]=1.C1C=CC2N(O)N=NC=2C=1.C(Cl)CCl.[Cl:36][C:37]1[CH:45]=[CH:44][C:40]([C:41](O)=[O:42])=[CH:39][CH:38]=1.